Dataset: Full USPTO retrosynthesis dataset with 1.9M reactions from patents (1976-2016). Task: Predict the reactants needed to synthesize the given product. Given the product [CH3:33][C@@H:34]([NH:64][CH3:65])[C@H:35]1[O:40][C@H:39]([O:41][C@H:42]2[C@H:47]([OH:48])[C@@H:46]([O:49][C@H:50]3[O:55][CH2:54][C@@:53]([OH:57])([CH3:56])[C@H:52]([NH:58][CH3:59])[C@H:51]3[OH:60])[C@H:45]([NH2:61])[CH2:44][C@@H:43]2[NH2:62])[C@H:38]([NH2:63])[CH2:37][CH2:36]1, predict the reactants needed to synthesize it. The reactants are: CC(N)[C@H]1O[C@H](O[C@H]2[C@H](O)[C@@H](O[C@H]3OC[C@@](O)(C)[C@H](NC)[C@H]3O)[C@H](N)C[C@@H]2N)[C@H](N)CC1.[CH3:33][CH:34]([NH:64][CH3:65])[C@H:35]1[O:40][C@H:39]([O:41][C@H:42]2[C@H:47]([OH:48])[C@@H:46]([O:49][C@H:50]3[O:55][CH2:54][C@@:53]([OH:57])([CH3:56])[C@H:52]([NH:58][CH3:59])[C@H:51]3[OH:60])[C@H:45]([NH2:61])[CH2:44][C@@H:43]2[NH2:62])[C@H:38]([NH2:63])[CH2:37][CH2:36]1.C[C@@]1(O)[C@H](NC)[C@@H](O)[C@@H](O[C@@H]2[C@@H](O)[C@H](O[C@H]3O[C@H](CN)CC[C@H]3N)[C@@H](N)C[C@H]2N)OC1.OS(O)(=O)=O.[Na+].[Cl-].S(=O)(=O)(O)O.CCCCCCCCCCCCCCCC(OC[C@@H](OC(CCCCCCCCCCCCCCC)=O)COP(OCC[N+](C)(C)C)([O-])=O)=O.CC(CCC[C@H]([C@@H]1[C@]2(C)[C@H]([C@H]3[C@H](CC2)[C@]2(C)C(C[C@H](CC2)O)=CC3)CC1)C)C.